From a dataset of Forward reaction prediction with 1.9M reactions from USPTO patents (1976-2016). Predict the product of the given reaction. (1) Given the reactants Br[C:2]1[C:3]([CH3:10])=[CH:4][C:5]([F:9])=[C:6]([NH2:8])[CH:7]=1.[B:11]1([B:11]2[O:15][C:14]([CH3:17])([CH3:16])[C:13]([CH3:19])([CH3:18])[O:12]2)[O:15][C:14]([CH3:17])([CH3:16])[C:13]([CH3:19])([CH3:18])[O:12]1.CC([O-])=O.[K+], predict the reaction product. The product is: [F:9][C:5]1[CH:4]=[C:3]([CH3:10])[C:2]([B:11]2[O:15][C:14]([CH3:17])([CH3:16])[C:13]([CH3:19])([CH3:18])[O:12]2)=[CH:7][C:6]=1[NH2:8]. (2) The product is: [N:24]1([C:27]2[CH:33]=[CH:32][C:31]([N:34]3[CH2:35][CH2:36][O:37][CH2:38][CH2:39]3)=[CH:30][C:28]=2[NH:29][C:2]2[C:11]3[C:6](=[CH:7][C:8]([F:13])=[CH:9][C:10]=3[F:12])[N:5]=[C:4]([N:14]3[CH2:19][CH2:18][CH2:17][CH2:16][CH2:15]3)[C:3]=2[CH3:20])[CH2:25][CH2:26][O:21][CH2:22][CH2:23]1. Given the reactants Cl[C:2]1[C:11]2[C:6](=[CH:7][C:8]([F:13])=[CH:9][C:10]=2[F:12])[N:5]=[C:4]([N:14]2[CH2:19][CH2:18][CH2:17][CH2:16][CH2:15]2)[C:3]=1[CH3:20].[O:21]1[CH2:26][CH2:25][N:24]([C:27]2[CH:33]=[CH:32][C:31]([N:34]3[CH2:39][CH2:38][O:37][CH2:36][CH2:35]3)=[CH:30][C:28]=2[NH2:29])[CH2:23][CH2:22]1, predict the reaction product. (3) Given the reactants [NH2:1][C:2]1[CH:3]=[C:4]([CH:16]=[CH:17][CH:18]=1)[O:5][C:6]1[CH:11]=[CH:10][N:9]=[C:8]2[NH:12][C:13](=[O:15])[NH:14][C:7]=12.[C:19]1([N:25]2[C:29]([C:30](Cl)=[O:31])=[CH:28][CH:27]=[N:26]2)[CH:24]=[CH:23][CH:22]=[CH:21][CH:20]=1, predict the reaction product. The product is: [O:15]=[C:13]1[NH:12][C:8]2=[N:9][CH:10]=[CH:11][C:6]([O:5][C:4]3[CH:3]=[C:2]([NH:1][C:30]([C:29]4[N:25]([C:19]5[CH:20]=[CH:21][CH:22]=[CH:23][CH:24]=5)[N:26]=[CH:27][CH:28]=4)=[O:31])[CH:18]=[CH:17][CH:16]=3)=[C:7]2[NH:14]1. (4) Given the reactants C([O:8][C:9]1[CH:10]=[C:11]([N:17]2[CH:25]([CH:26]3[CH2:30][CH2:29][CH2:28][CH2:27]3)[CH:24]3[C:19]([C:20]4[CH:34]=[CH:33][C:32]([C:35]([O:37][CH3:38])=[O:36])=[CH:31][C:21]=4[CH2:22][CH2:23]3)=[N:18]2)[CH:12]=[CH:13][C:14]=1[C:15]#[N:16])C1C=CC=CC=1.[H][H], predict the reaction product. The product is: [C:15]([C:14]1[CH:13]=[CH:12][C:11]([N:17]2[CH:25]([CH:26]3[CH2:27][CH2:28][CH2:29][CH2:30]3)[CH:24]3[C:19]([C:20]4[CH:34]=[CH:33][C:32]([C:35]([O:37][CH3:38])=[O:36])=[CH:31][C:21]=4[CH2:22][CH2:23]3)=[N:18]2)=[CH:10][C:9]=1[OH:8])#[N:16]. (5) Given the reactants C1(P(C2C=CC=CC=2)C2C=CC=CC=2)C=CC=CC=1.N(C([O:30][CH:31]([CH3:33])C)=O)=NC(OC(C)C)=O.C(O)CCCCC[CH2:40][CH2:41]/[CH:42]=[CH:43]\[CH2:44]/[CH:45]=[CH:46]\[CH2:47][CH2:48][CH2:49][CH2:50][CH3:51].[S:53]1[CH:57]=[CH:56][CH:55]=[C:54]1[CH2:58][C:59](O)=O.C1C[O:65]CC1, predict the reaction product. The product is: [C:31]([O:65][S:53][CH2:57][CH2:56][CH2:55][CH2:54][CH2:58][CH2:59][CH2:40][CH2:41]/[CH:42]=[CH:43]\[CH2:44]/[CH:45]=[CH:46]\[CH2:47][CH2:48][CH2:49][CH2:50][CH3:51])(=[O:30])[CH3:33]. (6) Given the reactants [C:1]([NH:4][C:5]1[S:6][C:7]([CH2:26][NH:27][CH2:28][CH2:29][C:30]([N:32]([CH3:34])[CH3:33])=[O:31])=[C:8]([CH2:10][CH2:11][C:12]2[CH:17]=[CH:16][C:15]([NH:18][C:19](=[O:25])[O:20][C:21]([CH3:24])([CH3:23])[CH3:22])=[CH:14][CH:13]=2)[N:9]=1)(=[O:3])[CH3:2].C=O.[C:37](O[BH-](OC(=O)C)OC(=O)C)(=O)C.[Na+].[OH-].[Na+], predict the reaction product. The product is: [C:1]([NH:4][C:5]1[S:6][C:7]([CH2:26][N:27]([CH2:28][CH2:29][C:30]([N:32]([CH3:34])[CH3:33])=[O:31])[CH3:37])=[C:8]([CH2:10][CH2:11][C:12]2[CH:13]=[CH:14][C:15]([NH:18][C:19](=[O:25])[O:20][C:21]([CH3:22])([CH3:23])[CH3:24])=[CH:16][CH:17]=2)[N:9]=1)(=[O:3])[CH3:2]. (7) Given the reactants [O:1]1[CH:6]2[CH:2]1[CH2:3][N:4]([C:7]([O:9][CH2:10][C:11]1[CH:16]=[CH:15][CH:14]=[CH:13][CH:12]=1)=[O:8])[CH2:5]2.S(C)C.[C:20]1([Mg]Br)[CH:25]=[CH:24][CH:23]=[CH:22][CH:21]=1, predict the reaction product. The product is: [OH:1][C@H:6]1[C@H:2]([C:20]2[CH:25]=[CH:24][CH:23]=[CH:22][CH:21]=2)[CH2:3][N:4]([C:7]([O:9][CH2:10][C:11]2[CH:16]=[CH:15][CH:14]=[CH:13][CH:12]=2)=[O:8])[CH2:5]1. (8) The product is: [CH3:92][CH2:91][CH2:90][CH2:89][CH2:88][CH2:87][O:86][C:84](/[N:48]=[C:46](\[NH2:47])/[C:49]1[CH:50]=[CH:51][C:52]([NH:55][CH2:56][C:57]2[N:61]([CH3:62])[C:60]3[CH:63]=[CH:64][C:65]([C:67]([N:69]([C:70]4[CH:75]=[CH:74][CH:73]=[CH:72][N:71]=4)[CH2:76][CH2:77][C:78]([O:80][CH2:81][CH3:82])=[O:79])=[O:68])=[CH:66][C:59]=3[N:58]=2)=[CH:53][CH:54]=1)=[O:85].[ClH:83].[C:46]([C:49]1[CH:54]=[CH:53][C:52]([NH:55][CH2:56][C:57]2[N:61]([CH3:62])[C:60]3[CH:63]=[CH:64][C:65]([C:67]([N:69]([CH2:76][CH2:77][C:78]([O:80][CH2:81][CH3:82])=[O:79])[C:70]4[CH:75]=[CH:74][CH:73]=[CH:72][N:71]=4)=[O:68])=[CH:66][C:59]=3[N:58]=2)=[CH:51][CH:50]=1)(=[NH:47])[NH2:48]. Given the reactants C(=O)([O-])[O-].[K+].[K+].Cl.C1(N(CCC(OCC)=O)C(C2C=CC3N(C)C(CNC4C=CC(C(=N)N)=CC=4)=NC=3C=2)=O)C=CC=CC=1.Cl.[C:46]([C:49]1[CH:54]=[CH:53][C:52]([NH:55][CH2:56][C:57]2[N:61]([CH3:62])[C:60]3[CH:63]=[CH:64][C:65]([C:67]([N:69]([CH2:76][CH2:77][C:78]([O:80][CH2:81][CH3:82])=[O:79])[C:70]4[CH:75]=[CH:74][CH:73]=[CH:72][N:71]=4)=[O:68])=[CH:66][C:59]=3[N:58]=2)=[CH:51][CH:50]=1)(=[NH:48])[NH2:47].[Cl:83][C:84]([O:86][CH2:87][CH2:88][CH2:89][CH2:90][CH2:91][CH3:92])=[O:85], predict the reaction product.